From a dataset of Catalyst prediction with 721,799 reactions and 888 catalyst types from USPTO. Predict which catalyst facilitates the given reaction. (1) Product: [OH:8][C:9]1[CH:10]=[CH:11][C:12]2[CH:13]([CH2:22][C:23]([O:25][CH2:26][CH3:27])=[O:24])[C:14]3[C:19]([C:20]=2[CH:21]=1)=[CH:18][CH:17]=[CH:16][CH:15]=3. The catalyst class is: 153. Reactant: C([O:8][C:9]1[CH:10]=[CH:11][C:12]2[C:13](=[CH:22][C:23]([O:25][CH2:26][CH3:27])=[O:24])[C:14]3[C:19]([C:20]=2[CH:21]=1)=[CH:18][CH:17]=[CH:16][CH:15]=3)C1C=CC=CC=1.C(O)C.[H][H]. (2) Reactant: [C:1]([O:5][C:6](=[O:22])[NH:7][C:8]1[CH:13]=[C:12](Cl)[C:11]([C:15]([F:18])([F:17])[F:16])=[CH:10][C:9]=1[N+:19]([O-:21])=[O:20])([CH3:4])([CH3:3])[CH3:2].[CH2:23]([NH2:27])[CH:24]([CH3:26])[CH3:25]. Product: [C:1]([O:5][C:6](=[O:22])[NH:7][C:8]1[CH:13]=[C:12]([NH:27][CH2:23][CH:24]([CH3:26])[CH3:25])[C:11]([C:15]([F:18])([F:17])[F:16])=[CH:10][C:9]=1[N+:19]([O-:21])=[O:20])([CH3:4])([CH3:3])[CH3:2]. The catalyst class is: 16. (3) Reactant: [N:1]1([C:7]2[C:8](OS(C(F)(F)F)(=O)=O)=[N:9][C:10]3[C:15]([N:16]=2)=[CH:14][C:13]([C:17]([O:19][CH3:20])=[O:18])=[CH:12][CH:11]=3)[CH2:6][CH2:5][CH2:4][CH2:3][CH2:2]1.[S:29]1[C:33](B(O)O)=[CH:32][C:31]2[CH:37]=[CH:38][CH:39]=[CH:40][C:30]1=2.[O-]P([O-])([O-])=O.[K+].[K+].[K+]. Product: [S:29]1[C:33]([C:8]2[C:7]([N:1]3[CH2:2][CH2:3][CH2:4][CH2:5][CH2:6]3)=[N:16][C:15]3[C:10](=[CH:11][CH:12]=[C:13]([C:17]([O:19][CH3:20])=[O:18])[CH:14]=3)[N:9]=2)=[CH:32][C:31]2[CH:37]=[CH:38][CH:39]=[CH:40][C:30]1=2. The catalyst class is: 70. (4) Reactant: C[O:2][C:3](=[O:32])[C:4]1[CH:9]=[C:8]([S:10](=[O:30])(=[O:29])[NH:11][CH2:12][CH2:13][C:14]2[N:15]=[C:16]([C:19]3[CH:24]=[CH:23][C:22]([C:25]([CH3:28])([CH3:27])[CH3:26])=[CH:21][CH:20]=3)[O:17][CH:18]=2)[CH:7]=[CH:6][C:5]=1[CH3:31].[OH-].[Na+]. Product: [C:25]([C:22]1[CH:21]=[CH:20][C:19]([C:16]2[O:17][CH:18]=[C:14]([CH2:13][CH2:12][NH:11][S:10]([C:8]3[CH:7]=[CH:6][C:5]([CH3:31])=[C:4]([CH:9]=3)[C:3]([OH:32])=[O:2])(=[O:30])=[O:29])[N:15]=2)=[CH:24][CH:23]=1)([CH3:28])([CH3:27])[CH3:26]. The catalyst class is: 5. (5) Reactant: [C:1]1([CH3:14])[CH:6]=[CH:5][C:4]([C:7]23[CH2:12][CH:11]2[C:10](=O)[CH2:9][CH2:8]3)=[CH:3][CH:2]=1.CC([O-])=O.[Na+].[NH2:20]O.[ClH:22].[BH4-].[Na+]. Product: [ClH:22].[C:1]1([CH3:14])[CH:6]=[CH:5][C:4]([C:7]23[CH2:12][CH:11]2[CH:10]([NH2:20])[CH2:9][CH2:8]3)=[CH:3][CH:2]=1. The catalyst class is: 888. (6) Reactant: [CH2:1]([O:8][C:9]([N:11]1[CH2:16][CH2:15][CH:14]([C:17]([OH:19])=O)[CH2:13][CH2:12]1)=[O:10])[C:2]1[CH:7]=[CH:6][CH:5]=[CH:4][CH:3]=1.C(Cl)(=O)C([Cl:23])=O.CN(C)C=O. Product: [CH2:1]([O:8][C:9]([N:11]1[CH2:16][CH2:15][CH:14]([C:17]([Cl:23])=[O:19])[CH2:13][CH2:12]1)=[O:10])[C:2]1[CH:7]=[CH:6][CH:5]=[CH:4][CH:3]=1. The catalyst class is: 4. (7) Reactant: [NH2:1][CH2:2][C@H:3]1[CH2:8][CH2:7][C@H:6]([C:9]([OH:11])=[O:10])[CH2:5][CH2:4]1.[OH-].[Na+].[C:14](O[C:14]([O:16][C:17]([CH3:20])([CH3:19])[CH3:18])=[O:15])([O:16][C:17]([CH3:20])([CH3:19])[CH3:18])=[O:15]. Product: [C:17]([O:16][C:14]([NH:1][CH2:2][C@H:3]1[CH2:4][CH2:5][C@H:6]([C:9]([OH:11])=[O:10])[CH2:7][CH2:8]1)=[O:15])([CH3:20])([CH3:19])[CH3:18]. The catalyst class is: 107. (8) Reactant: [O:1]1[CH:5]=[CH:4][CH:3]=[C:2]1[C:6]1[O:7][CH:8]=[C:9]([CH2:11][O:12][C:13]2[CH:20]=[CH:19][C:16]([CH:17]=[O:18])=[CH:15][C:14]=2[O:21][CH3:22])[N:10]=1.C(O)C.[BH4-].[Na+].O. Product: [O:1]1[CH:5]=[CH:4][CH:3]=[C:2]1[C:6]1[O:7][CH:8]=[C:9]([CH2:11][O:12][C:13]2[CH:20]=[CH:19][C:16]([CH2:17][OH:18])=[CH:15][C:14]=2[O:21][CH3:22])[N:10]=1. The catalyst class is: 7.